From a dataset of Catalyst prediction with 721,799 reactions and 888 catalyst types from USPTO. Predict which catalyst facilitates the given reaction. Reactant: C([Cl:4])(=O)C.C(OC([N:12]1[CH2:17][CH2:16][N:15]([CH2:18][C:19]2[CH:24]=[CH:23][C:22]([C@@H:25]3[O:30][C:29]4[CH:31]=[CH:32][CH:33]=[CH:34][C:28]=4[O:27][CH2:26]3)=[CH:21][CH:20]=2)[CH2:14][CH2:13]1)=O)(C)(C)C. Product: [ClH:4].[ClH:4].[O:30]1[C:29]2[CH:31]=[CH:32][CH:33]=[CH:34][C:28]=2[O:27][CH2:26][C@@H:25]1[C:22]1[CH:21]=[CH:20][C:19]([CH2:18][N:15]2[CH2:14][CH2:13][NH:12][CH2:17][CH2:16]2)=[CH:24][CH:23]=1. The catalyst class is: 5.